The task is: Predict the product of the given reaction.. This data is from Forward reaction prediction with 1.9M reactions from USPTO patents (1976-2016). (1) Given the reactants [CH3:1][N:2]1[CH2:11][CH:10](C2C=CC=CC=2)[C:9]2[C:4](=CC(=O)NC=2)[CH2:3]1.[CH3:19][O:20][C:21]1[CH:30]=[C:29]2[C:24]([CH:25]([C:32]3[CH:37]=[CH:36][CH:35]=[CH:34][CH:33]=3)[CH2:26][N:27]([CH3:31])[CH2:28]2)=[CH:23][N:22]=1.[CH3:38][Si](Cl)(C)C.[Na+].[I-], predict the reaction product. The product is: [CH3:31][N:27]1[CH2:26][CH:25]([C:32]2[CH:37]=[CH:36][CH:35]=[CH:34][CH:33]=2)[C:24]2[C:29](=[CH:30][C:21]([O:20][CH2:19][CH2:38][CH2:1][N:2]3[CH2:11][CH2:10][CH2:9][CH2:4][CH2:3]3)=[N:22][CH:23]=2)[CH2:28]1. (2) Given the reactants [CH3:1][O:2][C:3]([NH:5][C@H:6]([C:10]([N:12]1[C@@H:16]([CH3:17])[CH2:15][CH2:14][C@H:13]1[C:18]1[NH:22][C:21]2[C:23]3[C:28]([CH:29]=[CH:30][C:20]=2[N:19]=1)=[CH:27][C:26]1[C:31]2[C:36]([CH2:37][O:38][C:25]=1[CH:24]=3)=[CH:35][C:34]([C:39]1[NH:43][C:42]([C@@H:44]3[CH2:48][C@H:47]([CH3:49])[CH2:46][N:45]3C(OC(C)(C)C)=O)=[N:41][CH:40]=1)=[CH:33][CH:32]=2)=[O:11])[CH:7]([CH3:9])[CH3:8])=[O:4].CO[C@H:59]([CH3:69])[C@H:60]([NH:64][C:65]([O:67][CH3:68])=[O:66])[C:61]([OH:63])=O.[CH3:70]N(C(ON1N=NC2C=CC=NC1=2)=[N+](C)C)C.F[P-](F)(F)(F)(F)F.CN1CCOCC1, predict the reaction product. The product is: [CH3:68][O:67][C:65]([NH:64][C@@H:60]([CH:59]([CH3:69])[CH3:70])[C:61]([N:45]1[CH2:46][C@@H:47]([CH3:49])[CH2:48][C@H:44]1[C:42]1[NH:43][C:39]([C:34]2[CH:35]=[C:36]3[CH2:37][O:38][C:25]4[CH:24]=[C:23]5[C:28]([CH:29]=[CH:30][C:20]6[N:19]=[C:18]([C@@H:13]7[CH2:14][CH2:15][C@H:16]([CH3:17])[N:12]7[C:10](=[O:11])[C@@H:6]([NH:5][C:3](=[O:4])[O:2][CH3:1])[CH:7]([CH3:9])[CH3:8])[NH:22][C:21]=65)=[CH:27][C:26]=4[C:31]3=[CH:32][CH:33]=2)=[CH:40][N:41]=1)=[O:63])=[O:66]. (3) Given the reactants F[C:2]1[CH:3]=[N:4][CH:5]=[CH:6][C:7]=1[C:8]1[O:9][C:10]2[CH:16]=[CH:15][C:14]([C:17]([F:20])([F:19])[F:18])=[CH:13][C:11]=2[CH:12]=1.[Na].[CH2:22]([SH:24])[CH3:23].CN(C=O)C, predict the reaction product. The product is: [CH2:22]([S:24][C:2]1[CH:3]=[N:4][CH:5]=[CH:6][C:7]=1[C:8]1[O:9][C:10]2[CH:16]=[CH:15][C:14]([C:17]([F:20])([F:19])[F:18])=[CH:13][C:11]=2[CH:12]=1)[CH3:23]. (4) Given the reactants [CH2:1]([O:3][C:4](=[O:27])[CH2:5][N:6]1[C:14]2[CH2:13][CH2:12][CH2:11][C@@H:10]([NH:15][S:16]([C:19]3[CH:20]=[N:21][C:22]([Cl:26])=[C:23]([Br:25])[CH:24]=3)(=[O:18])=[O:17])[C:9]=2[CH:8]=[N:7]1)[CH3:2].CI.[C:30](=O)([O-])[O-].[K+].[K+], predict the reaction product. The product is: [CH2:1]([O:3][C:4](=[O:27])[CH2:5][N:6]1[C:14]2[CH2:13][CH2:12][CH2:11][C@@H:10]([N:15]([S:16]([C:19]3[CH:20]=[N:21][C:22]([Cl:26])=[C:23]([Br:25])[CH:24]=3)(=[O:18])=[O:17])[CH3:30])[C:9]=2[CH:8]=[N:7]1)[CH3:2]. (5) Given the reactants [CH2:1]([O:8][C:9]1[CH:10]=[C:11](/[CH:23]=[CH:24]/[C:25]([C:27]2[CH:32]=[CH:31][CH:30]=[CH:29][C:28]=2[OH:33])=[O:26])[CH:12]=[CH:13][C:14]=1[O:15][CH2:16][C:17]1[CH:22]=[CH:21][CH:20]=[CH:19][CH:18]=1)[C:2]1[CH:7]=[CH:6][CH:5]=[CH:4][CH:3]=1.[OH-:34].[Na+].OO.Cl, predict the reaction product. The product is: [CH2:1]([O:8][C:9]1[CH:10]=[C:11]([C:23]2[O:33][C:28]3[C:27]([C:25](=[O:26])[C:24]=2[OH:34])=[CH:32][CH:31]=[CH:30][CH:29]=3)[CH:12]=[CH:13][C:14]=1[O:15][CH2:16][C:17]1[CH:22]=[CH:21][CH:20]=[CH:19][CH:18]=1)[C:2]1[CH:3]=[CH:4][CH:5]=[CH:6][CH:7]=1. (6) Given the reactants [Cl:1][C:2]1[CH:9]=[CH:8][C:5]([CH:6]=O)=[CH:4][CH:3]=1.[NH2:10][C@@H:11]([CH3:14])[CH2:12][OH:13].[BH4-].[Na+], predict the reaction product. The product is: [Cl:1][C:2]1[CH:9]=[CH:8][C:5]([CH2:6][NH:10][C@@H:11]([CH3:14])[CH2:12][OH:13])=[CH:4][CH:3]=1. (7) Given the reactants [CH3:1][C:2]1[CH:3]=[CH:4][CH:5]=[C:6]2[C:11]=1[N:10]=[CH:9][CH:8]=[CH:7]2.[N+:12]([O-])([O-:14])=[O:13].[K+], predict the reaction product. The product is: [CH3:1][C:2]1[CH:3]=[CH:4][C:5]([N+:12]([O-:14])=[O:13])=[C:6]2[C:11]=1[N:10]=[CH:9][CH:8]=[CH:7]2.